This data is from Peptide-MHC class II binding affinity with 134,281 pairs from IEDB. The task is: Regression. Given a peptide amino acid sequence and an MHC pseudo amino acid sequence, predict their binding affinity value. This is MHC class II binding data. (1) The peptide sequence is SDSWLKDSAIMVASD. The MHC is HLA-DQA10101-DQB10501 with pseudo-sequence HLA-DQA10101-DQB10501. The binding affinity (normalized) is 0.593. (2) The peptide sequence is SSCEVALSYYPTPLA. The MHC is HLA-DQA10101-DQB10501 with pseudo-sequence HLA-DQA10101-DQB10501. The binding affinity (normalized) is 0.751.